From a dataset of Reaction yield outcomes from USPTO patents with 853,638 reactions. Predict the reaction yield, written as a fraction of the theoretical maximum amount of product (1.0 means a 100% yield; for example, 0.34 means a 34% yield). (1) The reactants are [OH:1][CH2:2][CH2:3][NH:4][CH2:5][C:6]1[S:10][C:9]([C:11]2[CH:12]=[CH:13][C:14]([N+:28]([O-])=O)=[C:15]([NH:17][C:18](=[O:27])[C:19]3[CH:24]=[CH:23][C:22]([O:25][CH3:26])=[CH:21][CH:20]=3)[CH:16]=2)=[CH:8][CH:7]=1.CO.C(N(CC)CC)C. The catalyst is C(Cl)Cl. The product is [NH2:28][C:14]1[CH:13]=[CH:12][C:11]([C:9]2[S:10][C:6]([CH2:5][NH:4][CH2:3][CH2:2][OH:1])=[CH:7][CH:8]=2)=[CH:16][C:15]=1[NH:17][C:18](=[O:27])[C:19]1[CH:20]=[CH:21][C:22]([O:25][CH3:26])=[CH:23][CH:24]=1. The yield is 0.460. (2) The reactants are [F:1][C:2]([P:20](=[O:27])([O:24][CH2:25][CH3:26])[O:21][CH2:22][CH3:23])([F:19])[CH2:3][CH2:4][O:5][CH2:6][CH2:7][O:8][C:9]1[CH:14]=[CH:13][C:12]([CH:15]=O)=[C:11]([O:17][CH3:18])[CH:10]=1.N1CCCCC1.C(O)(=O)C.[C:38]([O:44][CH2:45][CH3:46])(=[O:43])[CH2:39][C:40]([CH3:42])=[O:41]. The catalyst is C1(C)C=CC=CC=1. The product is [CH2:22]([O:21][P:20]([C:2]([F:19])([F:1])[CH2:3][CH2:4][O:5][CH2:6][CH2:7][O:8][C:9]1[CH:14]=[CH:13][C:12](/[CH:15]=[C:39](\[C:40](=[O:41])[CH3:42])/[C:38]([O:44][CH2:45][CH3:46])=[O:43])=[C:11]([O:17][CH3:18])[CH:10]=1)([O:24][CH2:25][CH3:26])=[O:27])[CH3:23]. The yield is 0.780. (3) The catalyst is C1C=CC(P(C2C=CC=CC=2)[C-]2C=CC=C2)=CC=1.C1C=CC(P(C2C=CC=CC=2)[C-]2C=CC=C2)=CC=1.Cl[Pd]Cl.[Fe+2].O. The yield is 0.160. The reactants are [F:1][C:2]1[CH:42]=[CH:41][C:5]([CH2:6][N:7]2[CH2:16][C:15]3[C:10](=[CH:11][C:12]4[N:19]([C:20]([C:33]5[CH:38]=[CH:37][CH:36]=[CH:35][CH:34]=5)([C:27]5[CH:32]=[CH:31][CH:30]=[CH:29][CH:28]=5)[C:21]5[CH:26]=[CH:25][CH:24]=[CH:23][CH:22]=5)[N:18]=[C:17](Br)[C:13]=4[CH:14]=3)[NH:9][C:8]2=[O:40])=[CH:4][CH:3]=1.[N:43]1[CH:48]=[CH:47][C:46](B(O)O)=[CH:45][CH:44]=1.O1CCOC[CH2:53]1.C([O-])([O-])=O.[K+].[K+]. The product is [F:1][C:2]1[CH:42]=[CH:41][C:5]([CH2:6][N:7]2[CH2:16][C:15]3[C:10](=[CH:11][C:12]4[N:19]([C:20]([C:33]5[CH:38]=[CH:37][CH:36]=[CH:35][CH:34]=5)([C:27]5[CH:32]=[CH:31][CH:30]=[CH:29][CH:28]=5)[C:21]5[CH:26]=[CH:25][CH:24]=[CH:23][CH:22]=5)[N:18]=[C:17]([C:46]5[CH:47]=[CH:48][N:43]=[C:44]([CH3:53])[CH:45]=5)[C:13]=4[CH:14]=3)[NH:9][C:8]2=[O:40])=[CH:4][CH:3]=1. (4) The reactants are Br[CH:2]1[C:10](=O)[C:6]2=[N:7][O:8][N:9]=[C:5]2[CH2:4][CH2:3]1.[NH2:12][C:13]([NH2:15])=[S:14]. The catalyst is C(O)C. The product is [N:7]1[O:8][N:9]=[C:5]2[CH2:4][CH2:3][C:2]3[S:14][C:13]([NH2:15])=[N:12][C:10]=3[C:6]=12. The yield is 0.900.